This data is from Drug-target binding data from BindingDB using IC50 measurements. The task is: Regression. Given a target protein amino acid sequence and a drug SMILES string, predict the binding affinity score between them. We predict pIC50 (pIC50 = -log10(IC50 in M); higher means more potent). Dataset: bindingdb_ic50. (1) The pIC50 is 6.1. The target protein (Q9Y251) has sequence MLLRSKPALPPPLMLLLLGPLGPLSPGALPRPAQAQDVVDLDFFTQEPLHLVSPSFLSVTIDANLATDPRFLILLGSPKLRTLARGLSPAYLRFGGTKTDFLIFDPKKESTFEERSYWQSQVNQDICKYGSIPPDVEEKLRLEWPYQEQLLLREHYQKKFKNSTYSRSSVDVLYTFANCSGLDLIFGLNALLRTADLQWNSSNAQLLLDYCSSKGYNISWELGNEPNSFLKKADIFINGSQLGEDFIQLHKLLRKSTFKNAKLYGPDVGQPRRKTAKMLKSFLKAGGEVIDSVTWHHYYLNGRTATKEDFLNPDVLDIFISSVQKVFQVVESTRPGKKVWLGETSSAYGGGAPLLSDTFAAGFMWLDKLGLSARMGIEVVMRQVFFGAGNYHLVDENFDPLPDYWLSLLFKKLVGTKVLMASVQGSKRRKLRVYLHCTNTDNPRYKEGDLTLYAINLHNVTKYLRLPYPFSNKQVDKYLLRPLGPHGLLSKSVQLNGLTL.... The small molecule is COc1ccc(-c2nc3cc(-c4ccc5c(c4)OCO5)ccc3o2)cc1N1C(=O)c2ccc(C(=O)O)cc2C1=O. (2) The drug is CCN(CC)CCCN(c1ccnc(Nc2ccc3c(c2)CNS3(=O)=O)n1)c1cccc2[nH]ncc12. The target protein sequence is PEEIRPKEVYLDRKLLTLEDKELGSGNFGTVKKGYYQMKKVVKTVAVKILKNEANDPALKDELLAEANVMQQLDNPYIVRMIGICEAESWMLVMEMAELGPLNKYLQQNRHVKDKNIIELVHQVSMGMKYLEESNFVHRDLAARNVLLVTQHYAKISDFGLSKALRADENYYKAQTHGKWPVKWYAPECINYYKFSSKSDVWSFGVLMWEAFSYGQKPYRGMKGSEVTAMLEKGERMGCPAGCPREMYDLMNLCWTYDVENRPGFAAVELRLRNYYYDVVN. The pIC50 is 6.6. (3) The compound is Fc1ccc([C@H]2C[C@H](N3CCNCC3)c3ccccc32)cc1. The target protein (P23977) has sequence MSKSKCSVGPMSSVVAPAKESNAVGPREVELILVKEQNGVQLTNSTLINPPQTPVEAQERETWSKKIDFLLSVIGFAVDLANVWRFPYLCYKNGGGAFLVPYLLFMVIAGMPLFYMELALGQFNREGAAGVWKICPVLKGVGFTVILISFYVGFFYNVIIAWALHYFFSSFTMDLPWIHCNNTWNSPNCSDAHASNSSDGLGLNDTFGTTPAAEYFERGVLHLHQSRGIDDLGPPRWQLTACLVLVIVLLYFSLWKGVKTSGKVVWITATMPYVVLTALLLRGVTLPGAMDGIRAYLSVDFYRLCEASVWIDAATQVCFSLGVGFGVLIAFSSYNKFTNNCYRDAIITTSINSLTSFSSGFVVFSFLGYMAQKHNVPIRDVATDGPGLIFIIYPEAIATLPLSSAWAAVFFLMLLTLGIDSAMGGMESVITGLVDEFQLLHRHRELFTLGIVLATFLLSLFCVTNGGIYVFTLLDHFAAGTSILFGVLIEAIGVAWFYGV.... The pIC50 is 6.7.